Predict the reactants needed to synthesize the given product. From a dataset of Full USPTO retrosynthesis dataset with 1.9M reactions from patents (1976-2016). (1) Given the product [CH3:30][C@@:15]([S:26]([CH3:29])(=[O:27])=[O:28])([CH2:14][CH2:13][C:10]1[CH:9]=[C:8]([C:7]#[C:6][CH:4]2[CH2:5][C:2](=[O:1])[CH2:3]2)[O:12][N:11]=1)[C:16]([O:18][CH2:19][C:20]1[CH:21]=[CH:22][CH:23]=[CH:24][CH:25]=1)=[O:17], predict the reactants needed to synthesize it. The reactants are: [OH:1][CH:2]1[CH2:5][CH:4]([C:6]#[C:7][C:8]2[O:12][N:11]=[C:10]([CH2:13][CH2:14][C@@:15]([CH3:30])([S:26]([CH3:29])(=[O:28])=[O:27])[C:16]([O:18][CH2:19][C:20]3[CH:25]=[CH:24][CH:23]=[CH:22][CH:21]=3)=[O:17])[CH:9]=2)[CH2:3]1.CCN(C(C)C)C(C)C.S(=O)(=O)=O.N1C=CC=CC=1. (2) Given the product [Cl:44][C:43]1[CH:6]=[CH:5][C:4]([CH:18]([C:3]([OH:17])([CH2:4][C:5]([CH3:6])=[CH2:7])[C:2]([F:32])([F:31])[F:1])[NH:19][C:20]2[CH:29]=[CH:28][CH:27]=[C:26]3[C:21]=2[CH:22]=[N:23][C:24]([CH3:30])=[N:25]3)=[C:3]([O:40][CH3:37])[CH:2]=1, predict the reactants needed to synthesize it. The reactants are: [F:1][C:2]([F:32])([F:31])[C:3]([CH:18]=[N:19][C:20]1[CH:29]=[CH:28][CH:27]=[C:26]2[C:21]=1[CH:22]=[N:23][C:24]([CH3:30])=[N:25]2)([OH:17])[CH2:4][C:5](C1C=CC(Cl)=CC=1OC)([CH3:7])[CH3:6].B(Br)(Br)Br.[C:37]([O-:40])(O)=O.[Na+].Cl[CH2:43][Cl:44]. (3) Given the product [O:29]1[CH:33]=[CH:32][CH:31]=[C:30]1[C:34]1[NH:36][C:48]([CH3:50])=[C:47]([C:46]([O:52][CH2:53][CH3:54])=[O:51])[CH:13]([C:12]2[CH:15]=[CH:16][CH:17]=[CH:18][C:11]=2[Cl:10])[N:35]=1, predict the reactants needed to synthesize it. The reactants are: Cl.S1C=CC=C1C(N)=N.[Cl:10][C:11]1[CH:18]=[C:17](F)[CH:16]=[CH:15][C:12]=1[CH:13]=O.C(OC)(=O)CC(C)=O.Cl.[O:29]1[CH:33]=[CH:32][CH:31]=[C:30]1[C:34]([NH2:36])=[NH:35].ClC1C=CC=CC=1C=O.[C:46]([O:52][CH2:53][CH3:54])(=[O:51])[CH2:47][C:48]([CH3:50])=O.